Dataset: Catalyst prediction with 721,799 reactions and 888 catalyst types from USPTO. Task: Predict which catalyst facilitates the given reaction. (1) Product: [CH2:43]([C:20]1[C:21]2[C:30](=[CH:29][C:28]3[C:23]([CH:22]=2)=[C:24]([CH2:40][CH2:41][CH3:42])[C:25]([CH2:37][CH2:38][CH3:39])=[C:26]([CH2:34][CH2:35][CH3:36])[C:27]=3[CH2:31][CH2:32][CH3:33])[C:17]([CH2:14][CH2:15][CH3:16])=[C:18]([CH2:49][CH2:50][CH3:51])[C:19]=1[CH2:46][CH2:47][CH3:48])[CH2:44][CH3:45]. The catalyst class is: 81. Reactant: [Li]CCCC.CN(C)CCN(C)C.[CH2:14]([C:17]1[C:30]2[CH2:29][C:28]3[C:23](=[C:24]([CH2:40][CH2:41][CH3:42])[C:25]([CH2:37][CH2:38][CH3:39])=[C:26]([CH2:34][CH2:35][CH3:36])[C:27]=3[CH2:31][CH2:32][CH3:33])[CH2:22][C:21]=2[C:20]([CH2:43][CH2:44][CH3:45])=[C:19]([CH2:46][CH2:47][CH3:48])[C:18]=1[CH2:49][CH2:50][CH3:51])[CH2:15][CH3:16].CI. (2) Reactant: [NH2:1][C:2]1[C:3]([CH3:30])=[C:4]([C:19]2[CH:20]=[CH:21][C:22]([O:28][CH3:29])=[C:23]([CH:27]=2)[C:24]([OH:26])=[O:25])[CH:5]=[N:6][C:7]=1[O:8][C:9]1[C:18]2[CH2:17][CH2:16][CH2:15][CH2:14][C:13]=2[CH:12]=[CH:11][CH:10]=1.[Cl:31][C:32]1[CH:37]=[CH:36][CH:35]=[CH:34][C:33]=1[N:38]=[C:39]=[O:40]. Product: [Cl:31][C:32]1[CH:37]=[CH:36][CH:35]=[CH:34][C:33]=1[NH:38][C:39](=[O:40])[NH:1][C:2]1[C:3]([CH3:30])=[C:4]([C:19]2[CH:20]=[CH:21][C:22]([O:28][CH3:29])=[C:23]([CH:27]=2)[C:24]([OH:26])=[O:25])[CH:5]=[N:6][C:7]=1[O:8][C:9]1[C:18]2[CH2:17][CH2:16][CH2:15][CH2:14][C:13]=2[CH:12]=[CH:11][CH:10]=1. The catalyst class is: 1.